Predict which catalyst facilitates the given reaction. From a dataset of Catalyst prediction with 721,799 reactions and 888 catalyst types from USPTO. Reactant: [NH4+].[N:2]#[C:3][S-:4].[NH2:5][C:6]1[CH:13]=[CH:12][C:9]([C:10]#[N:11])=[CH:8][CH:7]=1. Product: [C:10]([C:9]1[CH:12]=[CH:13][C:6]([NH:5][C:3]([NH2:2])=[S:4])=[CH:7][CH:8]=1)#[N:11]. The catalyst class is: 126.